Dataset: Reaction yield outcomes from USPTO patents with 853,638 reactions. Task: Predict the reaction yield, written as a fraction of the theoretical maximum amount of product (1.0 means a 100% yield; for example, 0.34 means a 34% yield). (1) The product is [CH:1]1([C:5]2[NH:13][C:12]3[C:11](=[O:14])[NH:10]/[C:9](=[N:21]\[NH2:22])/[N:8]([CH2:16][CH2:17][CH2:18][CH2:19][CH3:20])[C:7]=3[N:6]=2)[CH2:4][CH2:3][CH2:2]1. The catalyst is O. The reactants are [CH:1]1([C:5]2[NH:13][C:12]3[C:11](=[O:14])[NH:10][C:9](=S)[N:8]([CH2:16][CH2:17][CH2:18][CH2:19][CH3:20])[C:7]=3[N:6]=2)[CH2:4][CH2:3][CH2:2]1.[NH2:21][NH2:22]. The yield is 0.386. (2) The product is [N:47]12[CH2:52][CH2:51][CH:50]([CH2:49][CH2:48]1)[C@H:45]([NH:44][C:17]([C:15]1[CH:16]=[C:2]([OH:1])[CH:3]=[C:4]3[O:8][C:7]([C:9]4[CH:10]=[CH:11][CH:12]=[CH:13][CH:14]=4)=[N:6][C:5]=13)=[O:19])[CH2:46]2. The reactants are [OH:1][C:2]1[CH:3]=[C:4]2[O:8][C:7]([C:9]3[CH:14]=[CH:13][CH:12]=[CH:11][CH:10]=3)=[N:6][C:5]2=[C:15]([C:17]([OH:19])=O)[CH:16]=1.Cl.C(N=C=NCCCN(C)C)C.ON1C2C=CC=CC=2N=N1.Cl.Cl.[NH2:44][C@H:45]1[CH:50]2[CH2:51][CH2:52][N:47]([CH2:48][CH2:49]2)[CH2:46]1.C(N(CC)CC)C. The catalyst is CN(C=O)C.ClCCl. The yield is 0.300. (3) The catalyst is C(#N)C.C(O)C.C1(C)C(CCO)=CC=CC=1.CCCCCC.C(OCC)C.C1(C)C=CC=CC=1.C(OCC)(=O)C. The yield is 0.175. The product is [F:46][C:23]1[CH:22]=[C:21]([NH:20][C:72]([NH:71][C:69](=[O:70])[CH2:68][C:62]2[CH:63]=[CH:64][CH:65]=[CH:66][CH:67]=2)=[S:73])[CH:45]=[CH:44][C:24]=1[O:25][C:26]1[CH:31]=[CH:30][N:29]=[C:28]([NH:32][C:33](=[O:43])[N:34]([CH3:42])[CH:35]2[CH2:36][CH2:37][N:38]([CH3:41])[CH2:39][CH2:40]2)[CH:27]=1. The reactants are C1(CC(Cl)=O)C=CC=CC=1.[S-]C#N.[K+].C(=O)([O-])O.[Na+].[NH2:20][C:21]1[CH:45]=[CH:44][C:24]([O:25][C:26]2[CH:31]=[CH:30][N:29]=[C:28]([NH:32][C:33](=[O:43])[N:34]([CH3:42])[CH:35]3[CH2:40][CH2:39][N:38]([CH3:41])[CH2:37][CH2:36]3)[CH:27]=2)=[C:23]([F:46])[CH:22]=1.CC1(C)C2(CS(O)(=O)=O)C(CC1CC2)=O.[C:62]1([CH2:68][C:69]([N:71]=[C:72]=[S:73])=[O:70])[CH:67]=[CH:66][CH:65]=[CH:64][CH:63]=1. (4) The reactants are Br[C:2]1[CH:7]=[CH:6][C:5]([NH:8][CH2:9][CH2:10][N:11]2[CH2:16][CH2:15][O:14][CH2:13][CH2:12]2)=[CH:4][C:3]=1[CH3:17].CC1(C)C(C)(C)OBO1.CCN(CC)CC.[C:34]([O:38][C:39](=[O:60])[NH:40][C:41]([C:43]1[S:44][C:45]([S:58][CH3:59])=[C:46]([S:48]([C:51]2[CH:56]=[CH:55][CH:54]=[C:53](Br)[CH:52]=2)(=[O:50])=[O:49])[CH:47]=1)=[NH:42])([CH3:37])([CH3:36])[CH3:35].C([O-])([O-])=O.[Na+].[Na+]. The catalyst is Cl[Pd](Cl)([P](C1C=CC=CC=1)(C1C=CC=CC=1)C1C=CC=CC=1)[P](C1C=CC=CC=1)(C1C=CC=CC=1)C1C=CC=CC=1.C1(C)C=CC=CC=1.CCO.O1CCOCC1. The product is [C:34]([O:38][C:39](=[O:60])[NH:40][C:41](=[NH:42])[C:43]1[S:44][C:45]([S:58][CH3:59])=[C:46]([S:48]([C:51]2[CH:56]=[C:55]([C:2]3[CH:7]=[CH:6][C:5]([NH:8][CH2:9][CH2:10][N:11]4[CH2:16][CH2:15][O:14][CH2:13][CH2:12]4)=[CH:4][C:3]=3[CH3:17])[CH:54]=[CH:53][CH:52]=2)(=[O:50])=[O:49])[CH:47]=1)([CH3:37])([CH3:35])[CH3:36]. The yield is 0.850. (5) The reactants are C([O:8][CH2:9][CH:10]1[O:24][C:14]2=[C:15]3[C:20](=[CH:21][CH:22]=[C:13]2[O:12][CH2:11]1)[N:19]=[C:18]([CH3:23])[CH:17]=[CH:16]3)C1C=CC=CC=1.C1CCCCC=1. The product is [CH3:23][C:18]1[CH:17]=[CH:16][C:15]2[C:20](=[CH:21][CH:22]=[C:13]3[O:12][CH2:11][C@@H:10]([CH2:9][OH:8])[O:24][C:14]3=2)[N:19]=1. The yield is 0.980. The catalyst is CCO.[Pd]. (6) The reactants are [NH:1]1[CH:5]=[N:4][CH:3]=[N:2]1.I[C:7]1[CH:12]=[CH:11][CH:10]=[CH:9][CH:8]=1.[O-]P([O-])([O-])=O.[K+].[K+].[K+].CN[C@@H]1CCCC[C@H]1NC. The yield is 0.930. The catalyst is [Cu]I.CCCCCC.C(OCC)(=O)C.CN(C)C=O. The product is [C:7]1([N:1]2[CH:5]=[N:4][CH:3]=[N:2]2)[CH:12]=[CH:11][CH:10]=[CH:9][CH:8]=1.